The task is: Predict the product of the given reaction.. This data is from Forward reaction prediction with 1.9M reactions from USPTO patents (1976-2016). Given the reactants I[C:2]1[CH:11]=[C:10]([O:12][CH3:13])[CH:9]=[CH:8][C:3]=1[C:4]([O:6][CH3:7])=[O:5].C(=O)([O-])[O-].[Cs+].[Cs+].[F:20][C:21]1[CH:27]=[CH:26][C:24]([NH2:25])=[CH:23][CH:22]=1, predict the reaction product. The product is: [F:20][C:21]1[CH:27]=[CH:26][C:24]([NH:25][C:2]2[CH:11]=[C:10]([O:12][CH3:13])[CH:9]=[CH:8][C:3]=2[C:4]([O:6][CH3:7])=[O:5])=[CH:23][CH:22]=1.